From a dataset of Full USPTO retrosynthesis dataset with 1.9M reactions from patents (1976-2016). Predict the reactants needed to synthesize the given product. (1) Given the product [F:18][C:15]1[CH:16]=[CH:17][C:12]([N:8]2[C:9]3[C:4](=[CH:3][C:2]([C:30]#[C:29][Si:26]([CH3:28])([CH3:27])[CH3:25])=[CH:11][CH:10]=3)[C:5](=[O:24])[C:6]([C:19]([O:21][CH2:22][CH3:23])=[O:20])=[CH:7]2)=[CH:13][CH:14]=1, predict the reactants needed to synthesize it. The reactants are: Br[C:2]1[CH:3]=[C:4]2[C:9](=[CH:10][CH:11]=1)[N:8]([C:12]1[CH:17]=[CH:16][C:15]([F:18])=[CH:14][CH:13]=1)[CH:7]=[C:6]([C:19]([O:21][CH2:22][CH3:23])=[O:20])[C:5]2=[O:24].[CH3:25][Si:26]([C:29]#[CH:30])([CH3:28])[CH3:27].C(N(CC)CC)C. (2) Given the product [Cl:12][Ti:11][Cl:13].[CH:1]1[CH:2]=[CH:3][C:4]2[C:5](=[C:7]3[N:8]=[C:7]4[N:10]=[C:9]([C:4]5[CH:3]=[CH:2][CH:1]=[CH:6][C:5]=54)[N:10]=[C:9]4[NH:8][C:7]([C:5]5[CH:6]=[CH:1][CH:2]=[CH:3][C:4]=54)=[N:10][C:9]4=[N:8][C:7]([C:5]5[CH:6]=[CH:1][CH:2]=[CH:3][C:4]=54)=[N:10][C:9]=2[NH:8]3)[CH:6]=1, predict the reactants needed to synthesize it. The reactants are: [CH:1]1[CH:6]=[C:5]([C:7]#[N:8])[C:4]([C:9]#[N:10])=[CH:3][CH:2]=1.[Ti:11](Cl)(Cl)([Cl:13])[Cl:12]. (3) Given the product [OH:15][CH2:14][CH2:13][O:16][CH2:4][C:5]1[CH:6]=[C:7]([CH:10]=[CH:11][CH:12]=1)[C:8]#[N:9], predict the reactants needed to synthesize it. The reactants are: [H-].[Na+].Br[CH2:4][C:5]1[CH:6]=[C:7]([CH:10]=[CH:11][CH:12]=1)[C:8]#[N:9].[CH2:13]([OH:16])[CH2:14][OH:15]. (4) Given the product [CH3:15][NH:16][C:2]1[C:7]([C:8]#[N:9])=[CH:6][N:5]=[CH:4][CH:3]=1, predict the reactants needed to synthesize it. The reactants are: Cl[C:2]1[C:7]([C:8]#[N:9])=[CH:6][N:5]=[CH:4][CH:3]=1.C(OCC)C.[CH3:15][NH2:16].